Dataset: Catalyst prediction with 721,799 reactions and 888 catalyst types from USPTO. Task: Predict which catalyst facilitates the given reaction. Reactant: [CH:1]([O:14][C:15]1[C:24]2[N:23]=[CH:22][CH:21]=[N:20][C:19]=2[C:18]([OH:25])=[C:17]2[C:26](=[O:38])[N:27]([CH2:30][C:31]3[CH:36]=[CH:35][C:34]([F:37])=[CH:33][CH:32]=3)[C:28](=[O:29])[C:16]=12)([C:8]1[CH:13]=[CH:12][CH:11]=[CH:10][CH:9]=1)[C:2]1[CH:7]=[CH:6][CH:5]=[CH:4][CH:3]=1.[C:39]([O-])([O-])=O.[K+].[K+].CI. Product: [CH:1]([O:14][C:15]1[C:24]2[N:23]=[CH:22][CH:21]=[N:20][C:19]=2[C:18]([O:25][CH3:39])=[C:17]2[C:26](=[O:38])[N:27]([CH2:30][C:31]3[CH:32]=[CH:33][C:34]([F:37])=[CH:35][CH:36]=3)[C:28](=[O:29])[C:16]=12)([C:2]1[CH:7]=[CH:6][CH:5]=[CH:4][CH:3]=1)[C:8]1[CH:9]=[CH:10][CH:11]=[CH:12][CH:13]=1. The catalyst class is: 3.